This data is from Catalyst prediction with 721,799 reactions and 888 catalyst types from USPTO. The task is: Predict which catalyst facilitates the given reaction. Reactant: [NH2:1][CH:2]1[C:8]2[CH:9]=[CH:10][CH2:11][CH2:12][C:7]=2[CH2:6][CH2:5][N:4]([CH3:13])[C:3]1=[O:14].[C:15]1([CH3:42])[CH:20]=[CH:19][C:18]([C:21]([C@@:23]([C:39]([OH:41])=[O:40])([OH:38])[C@@:24]([C:29]([C:31]2[CH:36]=[CH:35][C:34]([CH3:37])=[CH:33][CH:32]=2)=[O:30])([OH:28])[C:25]([OH:27])=[O:26])=[O:22])=[CH:17][CH:16]=1. Product: [C:15]1([CH3:42])[CH:20]=[CH:19][C:18]([C:21]([C@@:23]([C:39]([OH:41])=[O:40])([OH:38])[C@@:24]([C:29]([C:31]2[CH:32]=[CH:33][C:34]([CH3:37])=[CH:35][CH:36]=2)=[O:30])([OH:28])[C:25]([OH:27])=[O:26])=[O:22])=[CH:17][CH:16]=1.[NH2:1][C@H:2]1[C:8]2[CH:9]=[CH:10][CH2:11][CH2:12][C:7]=2[CH2:6][CH2:5][N:4]([CH3:13])[C:3]1=[O:14]. The catalyst class is: 5.